Dataset: Forward reaction prediction with 1.9M reactions from USPTO patents (1976-2016). Task: Predict the product of the given reaction. (1) Given the reactants [F:1][C:2]1[CH:30]=[CH:29][C:5]([CH2:6][NH:7][C:8](=[O:28])[C:9]2[CH:14]=[CH:13][C:12]([S:15]([N:18]3[C:26]4[C:21](=[CH:22][CH:23]=[CH:24][CH:25]=4)[C:20]([CH3:27])=[CH:19]3)(=[O:17])=[O:16])=[CH:11][CH:10]=2)=[CH:4][CH:3]=1.[BH3-]C#N.[Na+], predict the reaction product. The product is: [F:1][C:2]1[CH:3]=[CH:4][C:5]([CH2:6][NH:7][C:8](=[O:28])[C:9]2[CH:10]=[CH:11][C:12]([S:15]([N:18]3[C:26]4[C:21](=[CH:22][CH:23]=[CH:24][CH:25]=4)[CH:20]([CH3:27])[CH2:19]3)(=[O:16])=[O:17])=[CH:13][CH:14]=2)=[CH:29][CH:30]=1. (2) The product is: [ClH:27].[NH2:9][CH2:10][CH2:11][CH2:12][CH2:13][C:15]1[CH:16]=[CH:17][C:18]([O:21][CH3:22])=[CH:19][CH:20]=1. Given the reactants FC(F)(F)S(O)(=O)=O.[NH2:9][CH2:10][CH2:11][CH2:12][C:13]([C:15]1[CH:20]=[CH:19][C:18]([O:21][CH3:22])=[CH:17][CH:16]=1)=O.CC(O)C.[ClH:27], predict the reaction product.